This data is from Full USPTO retrosynthesis dataset with 1.9M reactions from patents (1976-2016). The task is: Predict the reactants needed to synthesize the given product. (1) Given the product [Br:5][C:6]1[CH:7]=[C:8]([O:12][CH3:13])[CH:9]=[CH:10][C:11]=1[C:1](=[O:3])[CH3:2], predict the reactants needed to synthesize it. The reactants are: [C:1](Cl)(=[O:3])[CH3:2].[Br:5][C:6]1[CH:7]=[C:8]([O:12][CH3:13])[CH:9]=[CH:10][CH:11]=1. (2) The reactants are: [C:1]([O:5][C:6]([N:8]1[CH2:13][CH2:12][C:11]([NH:18][C:19]2[CH:24]=[CH:23][CH:22]=[C:21]([NH:25][C:26]([C:39]3[CH:44]=[CH:43][CH:42]=[CH:41][CH:40]=3)([C:33]3[CH:38]=[CH:37][CH:36]=[CH:35][CH:34]=3)[C:27]3[CH:32]=[CH:31][CH:30]=[CH:29][CH:28]=3)[CH:20]=2)([C:14]([O:16][CH3:17])=[O:15])[CH2:10][CH2:9]1)=[O:7])([CH3:4])([CH3:3])[CH3:2].[C:45](O[C:45](=[O:48])[CH2:46][CH3:47])(=[O:48])[CH2:46][CH3:47].C(N(C(C)C)CC)(C)C.C(=O)([O-])O.[Na+]. Given the product [C:1]([O:5][C:6]([N:8]1[CH2:9][CH2:10][C:11]([N:18]([C:19]2[CH:24]=[CH:23][CH:22]=[C:21]([NH:25][C:26]([C:33]3[CH:38]=[CH:37][CH:36]=[CH:35][CH:34]=3)([C:27]3[CH:28]=[CH:29][CH:30]=[CH:31][CH:32]=3)[C:39]3[CH:44]=[CH:43][CH:42]=[CH:41][CH:40]=3)[CH:20]=2)[C:45](=[O:48])[CH2:46][CH3:47])([C:14]([O:16][CH3:17])=[O:15])[CH2:12][CH2:13]1)=[O:7])([CH3:4])([CH3:2])[CH3:3], predict the reactants needed to synthesize it. (3) The reactants are: N1(C(N2C=CN=C2)=O)C=CN=C1.[C:13]([OH:17])(=O)[C:14]#[CH:15].[F:18][C:19]1[CH:24]=[C:23]([F:25])[CH:22]=[CH:21][C:20]=1[C:26](=[O:36])[CH2:27][C:28]1[NH:29][C:30]([CH3:35])=[C:31]([CH2:33][CH3:34])[N:32]=1. Given the product [F:18][C:19]1[CH:24]=[C:23]([F:25])[CH:22]=[CH:21][C:20]=1[C:26]([C:27]1[CH:15]=[CH:14][C:13](=[O:17])[N:29]2[C:30]([CH3:35])=[C:31]([CH2:33][CH3:34])[NH:32][C:28]=12)=[O:36], predict the reactants needed to synthesize it. (4) Given the product [CH3:1][CH:2]1[CH2:7][CH2:6][CH2:5][CH:4]([CH2:8][C:9]([NH2:14])=[O:11])[CH2:3]1, predict the reactants needed to synthesize it. The reactants are: [CH3:1][CH:2]1[CH2:7][CH2:6][CH2:5][CH:4]([CH2:8][C:9]([OH:11])=O)[CH2:3]1.C1N=C[N:14](C(N2C=NC=C2)=O)C=1.[OH-].[NH4+]. (5) Given the product [I:19][C:6]1[C:5]([C:7]([O:9][CH2:10][CH3:11])=[O:8])=[N:4][NH:3][C:2]=1[CH3:1], predict the reactants needed to synthesize it. The reactants are: [CH3:1][C:2]1[CH:6]=[C:5]([C:7]([O:9][CH2:10][CH3:11])=[O:8])[NH:4][N:3]=1.C1C(=O)N([I:19])C(=O)C1. (6) Given the product [Cl:18][C:12]1[CH:13]=[CH:14][CH:15]=[C:16]([Cl:17])[C:11]=1[CH2:10][C:9]1[S:25][C:2]2[N:3]=[C:4]([S:21][CH3:22])[N:5]=[C:30]([OH:32])[C:7]=2[N:8]=1.[Cl:18][C:12]1[CH:13]=[CH:14][CH:15]=[C:16]([Cl:17])[C:11]=1[CH2:10][C:9]1[S:25][C:2]2[N:3]=[C:4]([S:21][CH3:22])[N:5]=[C:6]([O:29][CH2:28][CH3:27])[C:7]=2[N:8]=1, predict the reactants needed to synthesize it. The reactants are: Cl[C:2]1[C:7]([NH:8][C:9](=O)[CH2:10][C:11]2[C:16]([Cl:17])=[CH:15][CH:14]=[CH:13][C:12]=2[Cl:18])=[C:6](Cl)[N:5]=[C:4]([S:21][CH3:22])[N:3]=1.NC(N)=[S:25].[CH3:27][CH2:28][OH:29].[CH:30]([OH:32])=O. (7) Given the product [CH2:14]([O:1][C:2]1[N:7]=[C:6]([C:8]([O:10][CH2:22][CH3:23])=[O:9])[CH:5]=[CH:4][C:3]=1[N+:11]([O-:13])=[O:12])[CH3:15], predict the reactants needed to synthesize it. The reactants are: [OH:1][C:2]1[N:7]=[C:6]([C:8]([OH:10])=[O:9])[CH:5]=[CH:4][C:3]=1[N+:11]([O-:13])=[O:12].[CH2:14](N(CC)CC)[CH3:15].I[CH2:22][CH3:23].